From a dataset of Reaction yield outcomes from USPTO patents with 853,638 reactions. Predict the reaction yield, written as a fraction of the theoretical maximum amount of product (1.0 means a 100% yield; for example, 0.34 means a 34% yield). (1) The reactants are Br[C:2]1[CH:3]=[N:4][CH:5]=[C:6]([C@@H:8]2[CH2:12][CH2:11][CH2:10][N:9]2[CH3:13])[CH:7]=1.C1(C)C=CC=CC=1P(C1C=CC=CC=1C)C1C=CC=CC=1C.C(N(CC)CC)C.[C:43](#[N:46])[CH:44]=[CH2:45]. The catalyst is CC#N.C([O-])(=O)C.[Pd+2].C([O-])(=O)C. The product is [CH3:13][N:9]1[CH2:10][CH2:11][CH2:12][C@H:8]1[C:6]1[CH:7]=[C:2]([CH:45]=[CH:44][C:43]#[N:46])[CH:3]=[N:4][CH:5]=1. The yield is 0.710. (2) The reactants are C(O[C@H]1[C@H](OCC2C=CC=CC=2)[C@@H](COCC2C=CC=CC=2)O[C@@H](O[C@H]2[C@@H](OCC3C=CC=CC=3)[C@H](OCC3C=CC=CC=3)[C@@H](COCC3C=CC=CC=3)O[C@H]2OCC=C)[C@@H]1O)C1C=CC=CC=1.[CH2:69]([O:76][C@H:77]1[C@H:82]([O:83][CH2:84][C:85]2[CH:90]=[CH:89][CH:88]=[CH:87][CH:86]=2)[C@@H:81]([CH2:91][O:92][CH2:93][C:94]2[CH:99]=[CH:98][CH:97]=[CH:96][CH:95]=2)[O:80][C@@H:79]([O:100][C@H:101]2[C@@H:112]([O:113][CH2:114][C:115]3[CH:120]=[CH:119][CH:118]=[CH:117][CH:116]=3)[C@H:111]([O:121][CH2:122][C:123]3[CH:128]=[CH:127][CH:126]=[CH:125][CH:124]=3)[C@@H:110]([CH2:129][O:130][CH2:131][C:132]3[CH:137]=[CH:136][CH:135]=[CH:134][CH:133]=3)[O:109][C@H:102]2[O:103][CH:104]=[CH:105][CH2:106][CH2:107][CH3:108])[C@@H:78]1[O:138]C(=O)C)[C:70]1[CH:75]=[CH:74][CH:73]=[CH:72][CH:71]=1.C[O-].[Na+].ClCCl. The catalyst is CCCCCC.C(OCC)(=O)C.CO. The product is [CH2:69]([O:76][C@H:77]1[C@H:82]([O:83][CH2:84][C:85]2[CH:90]=[CH:89][CH:88]=[CH:87][CH:86]=2)[C@@H:81]([CH2:91][O:92][CH2:93][C:94]2[CH:99]=[CH:98][CH:97]=[CH:96][CH:95]=2)[O:80][C@@H:79]([O:100][C@H:101]2[C@@H:112]([O:113][CH2:114][C:115]3[CH:120]=[CH:119][CH:118]=[CH:117][CH:116]=3)[C@H:111]([O:121][CH2:122][C:123]3[CH:128]=[CH:127][CH:126]=[CH:125][CH:124]=3)[C@@H:110]([CH2:129][O:130][CH2:131][C:132]3[CH:133]=[CH:134][CH:135]=[CH:136][CH:137]=3)[O:109][C@H:102]2[O:103][CH:104]=[CH:105][CH2:106][CH2:107][CH3:108])[C@@H:78]1[OH:138])[C:70]1[CH:71]=[CH:72][CH:73]=[CH:74][CH:75]=1. The yield is 1.00. (3) The reactants are [S:1]1[CH:5]=[CH:4][C:3]2[C:6]([N:10]3[CH2:15][CH2:14][N:13]([CH2:16][CH2:17][CH2:18][CH2:19][O:20][C:21]4[CH:30]=[C:29]5[C:24]([CH2:25][CH2:26][C:27](=[O:40])[N:28]5[CH2:31][O:32][C:33]([CH:35]5[CH2:39][CH2:38][CH2:37][CH2:36]5)=[O:34])=[CH:23][CH:22]=4)[CH2:12][CH2:11]3)=[CH:7][CH:8]=[CH:9][C:2]1=2.ClC1C(=O)C(C#N)=C(C#N)C(=O)C=1Cl.O.C(=O)([O-])[O-].[Na+].[Na+]. The catalyst is C1COCC1. The product is [S:1]1[CH:5]=[CH:4][C:3]2[C:6]([N:10]3[CH2:11][CH2:12][N:13]([CH2:16][CH2:17][CH2:18][CH2:19][O:20][C:21]4[CH:30]=[C:29]5[C:24]([CH:25]=[CH:26][C:27](=[O:40])[N:28]5[CH2:31][O:32][C:33]([CH:35]5[CH2:36][CH2:37][CH2:38][CH2:39]5)=[O:34])=[CH:23][CH:22]=4)[CH2:14][CH2:15]3)=[CH:7][CH:8]=[CH:9][C:2]1=2. The yield is 0.150. (4) The reactants are [OH-].[Na+].[N:3]1[N:7]2[CH:8]=[CH:9][CH:10]=[CH:11][C:6]2=[C:5]([C:12]([O:14]CC)=[O:13])[CH:4]=1. The catalyst is C(O)C. The product is [N:3]1[N:7]2[CH:8]=[CH:9][CH:10]=[CH:11][C:6]2=[C:5]([C:12]([OH:14])=[O:13])[CH:4]=1. The yield is 0.770. (5) The catalyst is C1COCC1. The reactants are [CH2:1]([O:4][CH2:5][CH2:6][OH:7])[CH:2]=[CH2:3].[H-].[Na+].Br[CH2:11][C:12]([O:14][CH3:15])=[O:13]. The product is [CH2:1]([O:4][CH2:5][CH2:6][O:7][CH2:11][C:12]([O:14][CH3:15])=[O:13])[CH:2]=[CH2:3]. The yield is 0.550. (6) The reactants are [CH2:1]([N:3]([CH2:16][CH3:17])[CH2:4][CH2:5][CH2:6][O:7][C:8]1[CH:13]=[CH:12][C:11]([NH2:14])=[CH:10][C:9]=1[F:15])[CH3:2].[F:18][C:19]1[CH:27]=[CH:26][CH:25]=[C:24]2[C:20]=1[C:21](=[CH:29]O)[C:22](=[O:28])[NH:23]2. No catalyst specified. The product is [CH2:16]([N:3]([CH2:1][CH3:2])[CH2:4][CH2:5][CH2:6][O:7][C:8]1[CH:13]=[CH:12][C:11]([NH:14][CH:29]=[C:21]2[C:20]3[C:24](=[CH:25][CH:26]=[CH:27][C:19]=3[F:18])[NH:23][C:22]2=[O:28])=[CH:10][C:9]=1[F:15])[CH3:17]. The yield is 0.670. (7) The reactants are [H-].[Na+].[CH3:3][S:4]([NH2:7])(=[O:6])=[O:5].[CH3:8][C:9]1([CH3:35])[CH2:18][C:17]2[C:12](=[CH:13][CH:14]=[C:15]([C:19](O)=[O:20])[CH:16]=2)[NH:11][CH:10]1[C:22]1[CH:27]=[CH:26][CH:25]=[C:24]([N:28]2[CH2:33][CH2:32][N:31]([CH3:34])[CH2:30][CH2:29]2)[CH:23]=1.C(N1C=CN=C1)(N1C=CN=C1)=O. The catalyst is CN(C)C=O. The product is [CH3:8][C:9]1([CH3:35])[CH2:18][C:17]2[C:12](=[CH:13][CH:14]=[C:15]([C:19]([NH:7][S:4]([CH3:3])(=[O:6])=[O:5])=[O:20])[CH:16]=2)[NH:11][CH:10]1[C:22]1[CH:27]=[CH:26][CH:25]=[C:24]([N:28]2[CH2:33][CH2:32][N:31]([CH3:34])[CH2:30][CH2:29]2)[CH:23]=1. The yield is 0.320.